This data is from Catalyst prediction with 721,799 reactions and 888 catalyst types from USPTO. The task is: Predict which catalyst facilitates the given reaction. Reactant: OO.[N:3]1[C:12]2[C:7](=[CH:8][CH:9]=[CH:10][C:11]=2[C:13]([O:15][CH3:16])=[O:14])[CH:6]=[CH:5][CH:4]=1.C(O)(=[O:19])C.C([O-])(O)=O.[Na+]. Product: [OH:19][C:5]1[CH:4]=[N:3][C:12]2[C:7]([CH:6]=1)=[CH:8][CH:9]=[CH:10][C:11]=2[C:13]([O:15][CH3:16])=[O:14]. The catalyst class is: 408.